Dataset: Peptide-MHC class II binding affinity with 134,281 pairs from IEDB. Task: Regression. Given a peptide amino acid sequence and an MHC pseudo amino acid sequence, predict their binding affinity value. This is MHC class II binding data. (1) The peptide sequence is HDIYIVMPVFIIKR. The MHC is HLA-DQA10501-DQB10301 with pseudo-sequence HLA-DQA10501-DQB10301. The binding affinity (normalized) is 0.375. (2) The peptide sequence is STWLLKPGAGIMIFD. The MHC is HLA-DQA10301-DQB10302 with pseudo-sequence HLA-DQA10301-DQB10302. The binding affinity (normalized) is 0.377. (3) The peptide sequence is YEAFVLHFSEALRII. The MHC is DRB1_0405 with pseudo-sequence DRB1_0405. The binding affinity (normalized) is 0.533. (4) The peptide sequence is GCGSCFEIKCTKPEA. The MHC is HLA-DQA10201-DQB10202 with pseudo-sequence HLA-DQA10201-DQB10202. The binding affinity (normalized) is 0. (5) The peptide sequence is QYVRLHEMSYDGV. The MHC is HLA-DQA10501-DQB10301 with pseudo-sequence HLA-DQA10501-DQB10301. The binding affinity (normalized) is 0.0571. (6) The peptide sequence is NSFKPFAEYKSDYVY. The MHC is DRB1_1001 with pseudo-sequence DRB1_1001. The binding affinity (normalized) is 0.475. (7) The peptide sequence is TVAVGLHFHEMNNGG. The MHC is HLA-DQA10201-DQB10301 with pseudo-sequence HLA-DQA10201-DQB10301. The binding affinity (normalized) is 0.334. (8) The peptide sequence is AFKVAAKAANAAPAN. The MHC is DRB1_0901 with pseudo-sequence DRB1_0901. The binding affinity (normalized) is 0.639. (9) The peptide sequence is SHNVQGATVAVDCRP. The MHC is HLA-DQA10104-DQB10503 with pseudo-sequence HLA-DQA10104-DQB10503. The binding affinity (normalized) is 0.0236. (10) The peptide sequence is TKIMSSKRILERESV. The MHC is DRB5_0101 with pseudo-sequence DRB5_0101. The binding affinity (normalized) is 0.703.